Dataset: Full USPTO retrosynthesis dataset with 1.9M reactions from patents (1976-2016). Task: Predict the reactants needed to synthesize the given product. (1) Given the product [CH3:19][C:6]1[S:5][C:4]2[NH:1][C:2](=[S:3])[N:29]([CH2:28][CH2:27][CH2:26][N:25]3[C:21]([CH3:20])=[CH:22][N:23]=[CH:24]3)[C:9](=[O:11])[C:8]=2[C:7]=1[C:13]1[CH:18]=[CH:17][CH:16]=[CH:15][CH:14]=1, predict the reactants needed to synthesize it. The reactants are: [N:1]([C:4]1[S:5][C:6]([CH3:19])=[C:7]([C:13]2[CH:18]=[CH:17][CH:16]=[CH:15][CH:14]=2)[C:8]=1[C:9]([O:11]C)=O)=[C:2]=[S:3].[CH3:20][C:21]1[N:25]([CH2:26][CH2:27][CH2:28][NH2:29])[CH:24]=[N:23][CH:22]=1. (2) Given the product [F:6][C:7]1[C:12]([N:13]2[C:17]([CH3:18])=[C:16]([C:19]3[C:20]([OH:1])=[C:21]4[C:25](=[CH:26][CH:27]=3)[C:24](=[O:28])[CH2:23][CH2:22]4)[N:15]=[N:14]2)=[CH:11][CH:10]=[CH:9][N:8]=1, predict the reactants needed to synthesize it. The reactants are: [O:1]1CCCC1.[F:6][C:7]1[C:12]([N:13]2[C:17]([CH3:18])=[C:16]([C:19]3[CH:20]=[C:21]4[C:25](=[CH:26][CH:27]=3)[C:24](=[O:28])[CH:23](OC(C)=O)[CH2:22]4)[N:15]=[N:14]2)=[CH:11][CH:10]=[CH:9][N:8]=1. (3) The reactants are: [CH2:1]([C@H:8]1[N:13]([C:14](=[O:24])[CH2:15][CH2:16][C:17]2[CH:22]=[CH:21][CH:20]=[CH:19][C:18]=2[OH:23])[CH2:12][CH2:11][N:10](C(OC(C)(C)C)=O)[CH2:9]1)[C:2]1[CH:7]=[CH:6][CH:5]=[CH:4][CH:3]=1.C([O-])([O-])=O.[K+].[K+].Br[CH2:39][CH2:40][CH2:41][O:42][CH3:43]. Given the product [CH2:1]([C@@H:8]1[CH2:9][NH:10][CH2:11][CH2:12][N:13]1[C:14](=[O:24])[CH2:15][CH2:16][C:17]1[CH:22]=[CH:21][CH:20]=[CH:19][C:18]=1[O:23][CH2:39][CH2:40][CH2:41][O:42][CH3:43])[C:2]1[CH:3]=[CH:4][CH:5]=[CH:6][CH:7]=1, predict the reactants needed to synthesize it. (4) The reactants are: [CH3:1][C:2]1[CH:3]=[C:4]([CH:9]([C:11]2[CH:16]=[C:15]([CH3:17])[CH:14]=[C:13]([CH3:18])[CH:12]=2)O)[CH:5]=[C:6]([CH3:8])[CH:7]=1.[BrH:19]. Given the product [CH3:1][C:2]1[CH:3]=[C:4]([CH:9]([Br:19])[C:11]2[CH:16]=[C:15]([CH3:17])[CH:14]=[C:13]([CH3:18])[CH:12]=2)[CH:5]=[C:6]([CH3:8])[CH:7]=1, predict the reactants needed to synthesize it. (5) Given the product [C:35]([O:39][C:40]([N:42]1[C:50]2[C:45](=[CH:46][CH:47]=[CH:48][CH:49]=2)[C:44]([CH2:51][CH:15]2[C:14]3[N:10]([C:11]([C:18]4[CH:23]=[CH:22][CH:21]=[CH:20][CH:19]=4)=[N:12][N:13]=3)[C:9]3[CH:24]=[CH:25][CH:26]=[CH:27][C:8]=3[N:7]([CH2:6][C:5](=[O:28])[N:4]([CH:1]([CH3:3])[CH3:2])[C:29]3[CH:34]=[CH:33][CH:32]=[CH:31][CH:30]=3)[C:16]2=[O:17])=[N:43]1)=[O:41])([CH3:38])([CH3:37])[CH3:36], predict the reactants needed to synthesize it. The reactants are: [CH:1]([N:4]([C:29]1[CH:34]=[CH:33][CH:32]=[CH:31][CH:30]=1)[C:5](=[O:28])[CH2:6][N:7]1[C:16](=[O:17])[CH2:15][C:14]2[N:10]([C:11]([C:18]3[CH:23]=[CH:22][CH:21]=[CH:20][CH:19]=3)=[N:12][N:13]=2)[C:9]2[CH:24]=[CH:25][CH:26]=[CH:27][C:8]1=2)([CH3:3])[CH3:2].[C:35]([O:39][C:40]([N:42]1[C:50]2[C:45](=[CH:46][CH:47]=[CH:48][CH:49]=2)[C:44]([CH2:51]Br)=[N:43]1)=[O:41])([CH3:38])([CH3:37])[CH3:36]. (6) Given the product [Cl:1][C:2]1[CH:17]=[CH:16][CH:15]=[C:14]([F:18])[C:3]=1[C:4]([Cl:20])=[N:5][NH:6][C:7]1[CH:8]=[CH:9][C:10]([I:13])=[CH:11][CH:12]=1, predict the reactants needed to synthesize it. The reactants are: [Cl:1][C:2]1[CH:17]=[CH:16][CH:15]=[C:14]([F:18])[C:3]=1/[CH:4]=[N:5]/[NH:6][C:7]1[CH:12]=[CH:11][C:10]([I:13])=[CH:9][CH:8]=1.P(Cl)(Cl)(Cl)(Cl)[Cl:20]. (7) The reactants are: [CH3:1][S:2]([NH:5][C:6]1[C:13]([CH:14]=[CH2:15])=[CH:12][C:9]([CH2:10][NH2:11])=[C:8]([O:16][CH3:17])[CH:7]=1)(=[O:4])=[O:3].Cl.FC(F)(F)C(O)=O.[C:26]([C:30]1[CH:35]=[CH:34][C:33]([CH:36]=[CH:37][C:38](O)=[O:39])=[CH:32][CH:31]=1)([CH3:29])([CH3:28])[CH3:27].C[N+]1(C2N=C(OC)N=C(OC)N=2)CCOCC1.[Cl-]. Given the product [C:26]([C:30]1[CH:31]=[CH:32][C:33]([CH:36]=[CH:37][C:38]([NH:11][CH2:10][C:9]2[CH:12]=[C:13]([CH:14]=[CH2:15])[C:6]([NH:5][S:2]([CH3:1])(=[O:4])=[O:3])=[CH:7][C:8]=2[O:16][CH3:17])=[O:39])=[CH:34][CH:35]=1)([CH3:29])([CH3:27])[CH3:28], predict the reactants needed to synthesize it. (8) Given the product [CH2:6]([O:5][C:3]([C:2]1[C:1](=[O:9])[N:17]([CH3:16])[C:22]2[C:21]([C:20]=1[OH:19])=[CH:26][C:25]([CH3:27])=[CH:24][CH:23]=2)=[O:4])[CH3:7], predict the reactants needed to synthesize it. The reactants are: [C:1]([O:9]CC)(=O)[CH2:2][C:3]([O:5][CH2:6][CH3:7])=[O:4].[H-].[Na+].[H][H].[CH3:16][N:17]1[C:22]2[CH:23]=[CH:24][C:25]([CH3:27])=[CH:26][C:21]=2[C:20](=O)[O:19]C1=O. (9) Given the product [Br:8][C:9]1[CH:10]=[C:11]2[C:12]3([O:4][N:3]([CH3:2])[C:26]([NH2:27])=[N:25]3)[CH2:13][CH:14]([C:19]3[CH:20]=[CH:21][N:22]=[CH:23][CH:24]=3)[O:6][C:5]2=[CH:17][CH:18]=1, predict the reactants needed to synthesize it. The reactants are: Cl.[CH3:2][NH:3][OH:4].[CH3:5][O-:6].[Na+].[Br:8][C:9]1[CH:10]=[C:11]2C(=[CH:17][CH:18]=1)O[CH:14]([C:19]1[CH:24]=[CH:23][N:22]=[CH:21][CH:20]=1)[CH2:13]/[C:12]/2=[N:25]\[C:26]#[N:27]. (10) Given the product [O:29]1[CH:30]=[CH:31][CH:32]=[C:28]1[C:4]1[N:3]=[C:2]([NH2:1])[N:7]=[C:6]2[N:8]([CH2:11][C:12]3[CH:20]=[CH:19][CH:18]=[C:17]4[C:13]=3[CH:14]=[CH:15][NH:16]4)[N:9]=[CH:10][C:5]=12, predict the reactants needed to synthesize it. The reactants are: [NH2:1][C:2]1[N:7]=[C:6]2[N:8]([CH2:11][C:12]3[CH:20]=[CH:19][CH:18]=[C:17]4[C:13]=3[CH:14]=[CH:15][N:16]4C(OC(C)(C)C)=O)[N:9]=[CH:10][C:5]2=[C:4]([C:28]2[O:29][CH:30]=[CH:31][CH:32]=2)[N:3]=1.C[O-].[Na+].